From a dataset of Human Reference Interactome with 51,813 positive PPI pairs across 8,248 proteins, plus equal number of experimentally-validated negative pairs. Binary Classification. Given two protein amino acid sequences, predict whether they physically interact or not. (1) Protein 1 (ENSG00000131013) has sequence MAVLLETTLGDVVIDLYTEERPRACLNFLKLCKIKYYNYCLIHNVQRDFIIQTGDPTGTGRGGESIFGQLYGDQASFFEAEKVPRIKHKKKGTVSMVNNGSDQHGSQFLITTGENLDYLDGVHTVFGEVTEGMDIIKKINETFVDKDFVPYQDIRINHTVILDDPFDDPPDLLIPDRSPEPTREQLDSGRIGADEEIDDFKGRSAEEVEEIKAEKEAKTQAILLEMVGDLPDADIKPPENVLFVCKLNPVTTDEDLEIIFSRFGPIRSCEVIRDWKTGESLCYAFIEFEKEEDCEKAFFK.... Protein 2 (ENSG00000163803) has sequence MGLRPGIFLLELLLLLGQGTPQIHTSPRKSTLEGQLWPETLKNSPFPCNPNKLGVNMPSKSVHSLKPSDIKFVAAIGNLEIPPDPGTGDLEKQDWTERPQQVCMGVMTVLSDIIRYFSPSVPMPVCHTGKRVIPHDGAEDLWIQAQELVRNMKENLQLDFQFDWKLINVFFSNASQCYLCPSAQQNGLAAGGVDELMGVLDYLQQEVPRAFVNLVDLSEVAEVSRQYHGTWLSPAPEPCNCSEETTRLAKVVMQWSYQEAWNSLLASSRYSEQESFTVVFQPFFYETTPSLHSEDPRLQD.... Result: 0 (the proteins do not interact). (2) Protein 1 (ENSG00000156983) has sequence MGVDFDVKTFCHNLRATKPPYECPVETCRKVYKSYSGIEYHLYHYDHDNPPPPQQTPLRKHKKKGRQSRPMGVDFDVKTFCHNLRATKPPYECPVETCRKVYKSYSGIEYHLYHYDHDNPPPPQQTPLRKHKKKGRQSRPANKQSPSPSEVSQSPGREVMSYAQAQRMVEVDLHGRVHRISIFDNLDVVSEDEEAPEEAPENGSNKENTETPAATPKSGKHKNKEKRKDSNHHHHHNVSASTTPKLPEVVYRELEQDTPDAPPRPTSYYRYIEKSAEELDEEVEYDMDEEDYIWLDIMNE.... Protein 2 (ENSG00000188026) has sequence MEEERGSALAAESALEKNVAELTVMDVYDIASLVGHEFERVIDQHGCEAIARLMPKVVRVLEILEVLVSRHHVAPELDELRLELDRLRLERMDRIEKERKHQKELELVEDVWRGEAQDLLSQIAQLQEENKQLMTNLSHKDVNFSEEEFQKHEGMSERERQVMKKLKEVVDKQRDEIRAKDRELGLKNEDVEALQQQQTRLMKINHDLRHRVTVVEAQGKALIEQKVELEADLQTKEQEMGSLRAELGKLRERLQGEHSQNGEEEPETEPVGEESISDAEKVAMDLKDPNRPRFTLQELR.... Result: 0 (the proteins do not interact).